The task is: Predict which catalyst facilitates the given reaction.. This data is from Catalyst prediction with 721,799 reactions and 888 catalyst types from USPTO. (1) Reactant: [Cl:1][C:2]1[S:6][C:5]([NH:7][CH2:8][C:9]2[CH:14]=[CH:13][C:12]([O:15][CH3:16])=[CH:11][C:10]=2[O:17][CH3:18])=[N:4][CH:3]=1.C[Si](C)(C)N[Si](C)(C)C.[Li].[C:29]([C:31]1[CH:32]=[C:33]([S:38](Cl)(=[O:40])=[O:39])[CH:34]=[CH:35][C:36]=1[F:37])#[N:30].[Cl-].[NH4+]. Product: [Cl:1][C:2]1[S:6][C:5]([N:7]([CH2:8][C:9]2[CH:14]=[CH:13][C:12]([O:15][CH3:16])=[CH:11][C:10]=2[O:17][CH3:18])[S:38]([C:33]2[CH:34]=[CH:35][C:36]([F:37])=[C:31]([C:29]#[N:30])[CH:32]=2)(=[O:39])=[O:40])=[N:4][CH:3]=1. The catalyst class is: 30. (2) Reactant: [Br:1][C:2]1[CH:7]=[C:6]([NH:8][C:9]([NH2:11])=[S:10])[CH:5]=[C:4]([Br:12])[N:3]=1.BrBr. Product: [Br:1][C:2]1[C:7]2[S:10][C:9]([NH2:11])=[N:8][C:6]=2[CH:5]=[C:4]([Br:12])[N:3]=1. The catalyst class is: 1.